This data is from CYP2D6 inhibition data for predicting drug metabolism from PubChem BioAssay. The task is: Regression/Classification. Given a drug SMILES string, predict its absorption, distribution, metabolism, or excretion properties. Task type varies by dataset: regression for continuous measurements (e.g., permeability, clearance, half-life) or binary classification for categorical outcomes (e.g., BBB penetration, CYP inhibition). Dataset: cyp2d6_veith. (1) The drug is CCC(=O)Nc1ncnc2ncn(C(=O)CC)c12. The result is 0 (non-inhibitor). (2) The result is 0 (non-inhibitor). The molecule is C/C=C(\C)C(=O)O.C/C=C(\C)C(=O)O.CO[C@@H]1CC[C@]2(C)[C@@H]3CC=C4[C@H]5CC(C)(C)[C@H](O)[C@@H](OC(C)=O)[C@]5(CO)[C@H](O)C[C@@]4(C)[C@@]3(C)CC[C@H]2[C@@]1(C)CO.O=C(O)[C@H]1OC[C@@H](O[C@H]2O[C@@H](CO)[C@@H](O)[C@@H](O)[C@@H]2O)[C@@H](O)[C@@H]1O[C@H]1O[C@@H](CO)[C@@H](O)[C@@H](O)[C@@H]1O. (3) The molecule is C[C@@H]1Oc2ccc(C(=O)C[C@@H](C(=O)O)c3ccc4c(c3)OCO4)cc2O1. The result is 0 (non-inhibitor).